Task: Predict the product of the given reaction.. Dataset: Forward reaction prediction with 1.9M reactions from USPTO patents (1976-2016) (1) Given the reactants [Cl:1][C:2]1[NH:3][C:4]2[C:9]([C:10]=1[CH:11]=[O:12])=[CH:8][CH:7]=[CH:6][CH:5]=2.[OH:13][CH2:14][C:15]1[CH:16]=[C:17](B(O)O)[CH:18]=[CH:19][CH:20]=1, predict the reaction product. The product is: [Cl:1][C:2]1[N:3]([C:19]2[CH:18]=[CH:17][CH:16]=[C:15]([CH2:14][OH:13])[CH:20]=2)[C:4]2[C:9]([C:10]=1[CH:11]=[O:12])=[CH:8][CH:7]=[CH:6][CH:5]=2. (2) The product is: [NH2:13][CH:9]1[CH2:10][C:11]2[CH:12]=[C:3]([OH:2])[CH:4]=[CH:5][C:6]=2[CH2:7][CH2:8]1. Given the reactants C[O:2][C:3]1[CH:12]=[C:11]2[C:6]([CH2:7][CH2:8][CH:9]([NH2:13])[CH2:10]2)=[CH:5][CH:4]=1, predict the reaction product. (3) Given the reactants C[O:2][C:3]1[N:11]([CH:12]2[CH2:15][N:14]([C:16]([O:18]C(C)(C)C)=O)[CH2:13]2)[C:6]2=[N:7][CH:8]=[CH:9][CH:10]=[C:5]2[N:4]=1.FC(F)(F)C(O)=O.N1CC(N2C3=NC=CC=C3NC2=O)C1.[NH:44]1[C:48]2[CH:49]=[CH:50][CH:51]=[CH:52][C:47]=2[N:46]=[C:45]1C(O)=O.CN(C(ON1N=NC2C=CC=CC1=2)=[N+](C)C)C.F[P-](F)(F)(F)(F)F.C(N(CC)CC)C, predict the reaction product. The product is: [NH:44]1[C:48]2[CH:49]=[CH:50][CH:51]=[CH:52][C:47]=2[N:46]=[C:45]1[C:16]([N:14]1[CH2:13][CH:12]([N:11]2[C:6]3=[N:7][CH:8]=[CH:9][CH:10]=[C:5]3[NH:4][C:3]2=[O:2])[CH2:15]1)=[O:18]. (4) Given the reactants [NH:1]1[C:9]2[C:4](=[CH:5][CH:6]=[CH:7][CH:8]=2)[C:3](/[CH:10]=[C:11]2\[O:12][C:13]3[CH:20]=[C:19]([OH:21])[CH:18]=[CH:17][C:14]=3[C:15]\2=[O:16])=[CH:2]1.[NH:22]1[CH2:32][CH2:31][CH2:30][CH:24]([C:25]([O:27][CH2:28][CH3:29])=[O:26])[CH2:23]1.[CH2:33]=O, predict the reaction product. The product is: [NH:1]1[C:9]2[C:4](=[CH:5][CH:6]=[CH:7][CH:8]=2)[C:3](/[CH:10]=[C:11]2\[O:12][C:13]3[C:20]([CH2:33][N:22]4[CH2:32][CH2:31][CH2:30][CH:24]([C:25]([O:27][CH2:28][CH3:29])=[O:26])[CH2:23]4)=[C:19]([OH:21])[CH:18]=[CH:17][C:14]=3[C:15]\2=[O:16])=[CH:2]1. (5) The product is: [CH3:34][O:33][C:5]1[CH:4]=[CH:3][CH:2]=[CH:32][C:6]=1[CH2:7][C@H:8]1[C:14](=[O:15])[N:13]([C:16]([NH:18][C@@H:19]([C:22]2[CH:23]=[C:24]([CH:28]=[CH:29][CH:30]=2)[C:25]([OH:27])=[O:26])[CH2:20][CH3:21])=[O:17])[CH2:12][C:11](=[O:31])[NH:10][CH2:9]1. Given the reactants Cl[C:2]1[CH:3]=[CH:4][C:5]([O:33][CH3:34])=[C:6]([CH:32]=1)[CH2:7][C@H:8]1[C:14](=[O:15])[N:13]([C:16]([NH:18][C@@H:19]([C:22]2[CH:23]=[C:24]([CH:28]=[CH:29][CH:30]=2)[C:25]([OH:27])=[O:26])[CH2:20][CH3:21])=[O:17])[CH2:12][C:11](=[O:31])[NH:10][CH2:9]1.[H][H], predict the reaction product. (6) The product is: [CH3:17][C:12]1[CH:11]=[CH:10][C:15]([O:16][C:2]2[CH:9]=[CH:8][CH:7]=[CH:6][C:3]=2[CH:4]=[O:5])=[CH:14][CH:13]=1. Given the reactants F[C:2]1[CH:9]=[CH:8][CH:7]=[CH:6][C:3]=1[CH:4]=[O:5].[CH:10]1[C:15]([OH:16])=[CH:14][CH:13]=[C:12]([CH3:17])[CH:11]=1.C([O-])([O-])=O.[K+].[K+].C(OCC)(=O)C, predict the reaction product.